Dataset: CYP2C9 inhibition data for predicting drug metabolism from PubChem BioAssay. Task: Regression/Classification. Given a drug SMILES string, predict its absorption, distribution, metabolism, or excretion properties. Task type varies by dataset: regression for continuous measurements (e.g., permeability, clearance, half-life) or binary classification for categorical outcomes (e.g., BBB penetration, CYP inhibition). Dataset: cyp2c9_veith. The drug is CCOC(=O)c1[nH]c2ccc(OC)cc2c1NC(=O)c1ccc2c(c1)OCO2. The result is 1 (inhibitor).